Predict the reaction yield, written as a fraction of the theoretical maximum amount of product (1.0 means a 100% yield; for example, 0.34 means a 34% yield). From a dataset of Reaction yield outcomes from USPTO patents with 853,638 reactions. (1) The reactants are [Cl:1][C:2]1[C:3]2[CH:10]=[CH:9][NH:8][C:4]=2[N:5]=[CH:6][N:7]=1.C1C(=O)N([I:18])C(=O)C1.O. The catalyst is CN(C=O)C. The product is [Cl:1][C:2]1[C:3]2[C:10]([I:18])=[CH:9][NH:8][C:4]=2[N:5]=[CH:6][N:7]=1. The yield is 1.00. (2) The reactants are [Br:1][C:2]1[CH:14]=[CH:13][C:12]([C:15](=[O:17])[NH2:16])=[C:11]2[C:3]=1[C:4]1[CH:5]=[CH:6][C:7]([C:18]([O:20]CC)=O)=[CH:8][C:9]=1[NH:10]2.[CH2:23]([Mg]Cl)[CH3:24]. The catalyst is CC(C)[O-].[Ti+4].CC(C)[O-].CC(C)[O-].CC(C)[O-].O. The product is [Br:1][C:2]1[C:3]2[C:4]3[C:9](=[CH:8][C:7]([C:18]4([OH:20])[CH2:24][CH2:23]4)=[CH:6][CH:5]=3)[NH:10][C:11]=2[C:12]([C:15]([NH2:16])=[O:17])=[CH:13][CH:14]=1. The yield is 0.790. (3) The reactants are [C:1]([O:5][C:6]([N:8]([C@H:16]1[CH2:24][CH2:23][CH2:22][C@H:21]([O:25][CH2:26][CH:27]([CH3:29])[CH3:28])[C@@H:20]([OH:30])[C@H:19]([CH3:31])[O:18][C:17]1=[O:32])[C:9](=[O:15])[O:10][C:11]([CH3:14])([CH3:13])[CH3:12])=[O:7])([CH3:4])([CH3:3])[CH3:2].C(O)(=O)C.C(O)(=O)C.[CH3:41][O:42][C:43]1[CH:48]=[CH:47][C:46]([Bi]([C:46]2[CH:47]=[CH:48][C:43]([O:42][CH3:41])=[CH:44][CH:45]=2)[C:46]2[CH:47]=[CH:48][C:43]([O:42][CH3:41])=[CH:44][CH:45]=2)=[CH:45][CH:44]=1.C1(N(C)C2CCCCC2)CCCCC1. The catalyst is C(O[Cu]OC(=O)C)(=O)C.C1(C)C=CC=CC=1. The product is [C:11]([O:10][C:9]([N:8]([C@H:16]1[CH2:24][CH2:23][CH2:22][C@H:21]([O:25][CH2:26][CH:27]([CH3:28])[CH3:29])[C@@H:20]([O:30][C:46]2[CH:47]=[CH:48][C:43]([O:42][CH3:41])=[CH:44][CH:45]=2)[C@H:19]([CH3:31])[O:18][C:17]1=[O:32])[C:6](=[O:7])[O:5][C:1]([CH3:2])([CH3:3])[CH3:4])=[O:15])([CH3:14])([CH3:13])[CH3:12]. The yield is 0.690. (4) The reactants are [CH:1]([NH:4][C:5]1[C:10]([C:11](OCC)=[O:12])=[CH:9][N:8]=[C:7]([S:16][CH3:17])[N:6]=1)([CH3:3])[CH3:2].[H-].[H-].[H-].[H-].[Li+].[Al+3]. The catalyst is C1COCC1. The product is [CH:1]([NH:4][C:5]1[C:10]([CH2:11][OH:12])=[CH:9][N:8]=[C:7]([S:16][CH3:17])[N:6]=1)([CH3:3])[CH3:2]. The yield is 0.984. (5) The reactants are Br[C:2]1[CH:7]=[CH:6][C:5]([C@H:8]([C:16]2[CH:21]=[CH:20][C:19]([F:22])=[CH:18][C:17]=2[F:23])[NH:9][S@@:10]([C:12]([CH3:15])([CH3:14])[CH3:13])=[O:11])=[CH:4][CH:3]=1.[CH3:24][PH:25]([O-])([O-:29])[O:26][CH2:27][CH3:28].CCN(CC)CC. The catalyst is C1COCC1.C1C=CC(P(C2C=CC=CC=2)[C-]2C=CC=C2)=CC=1.C1C=CC(P(C2C=CC=CC=2)[C-]2C=CC=C2)=CC=1.Cl[Pd]Cl.[Fe+2]. The product is [F:23][C:17]1[CH:18]=[C:19]([F:22])[CH:20]=[CH:21][C:16]=1[C@H:8]([NH:9][S@@:10]([C:12]([CH3:15])([CH3:14])[CH3:13])=[O:11])[C:5]1[CH:6]=[CH:7][C:2]([P:25]([CH3:24])(=[O:29])[O:26][CH2:27][CH3:28])=[CH:3][CH:4]=1. The yield is 0.810. (6) The reactants are [F:1][C:2]1[CH:7]=[C:6]([I:8])[CH:5]=[CH:4][C:3]=1[N:9]1[C:21]2[C:12](=[CH:13][C:14]3[C:15]([CH3:23])=[N:16][CH:17]=[N:18][C:19]=3[C:20]=2[F:22])[N:11]([S:24]([CH:27]2[CH2:29][CH2:28]2)(=[O:26])=[O:25])C1=O.C[Si](C)(C)[O-].[K+]. The catalyst is C1COCC1. The product is [F:1][C:2]1[CH:7]=[C:6]([I:8])[CH:5]=[CH:4][C:3]=1[NH:9][C:21]1[C:20]([F:22])=[C:19]2[C:14]([C:15]([CH3:23])=[N:16][CH:17]=[N:18]2)=[CH:13][C:12]=1[NH:11][S:24]([CH:27]1[CH2:28][CH2:29]1)(=[O:25])=[O:26]. The yield is 0.900. (7) The reactants are [Br:1][C:2]1[CH:3]=[C:4]([CH:6]=[CH:7][C:8]=1[CH3:9])[NH2:5].[OH-].[Na+].[CH3:12][C:13]([CH3:18])=[CH:14][C:15](Cl)=[O:16]. The catalyst is ClCCl.O. The product is [Br:1][C:2]1[CH:3]=[C:4]([NH:5][C:15](=[O:16])[CH:14]=[C:13]([CH3:18])[CH3:12])[CH:6]=[CH:7][C:8]=1[CH3:9]. The yield is 0.970.